This data is from Forward reaction prediction with 1.9M reactions from USPTO patents (1976-2016). The task is: Predict the product of the given reaction. (1) Given the reactants [CH3:1][C:2]1([CH3:14])[C:10]2[C:5](=[CH:6][C:7]([N+:11]([O-:13])=[O:12])=[CH:8][CH:9]=2)[NH:4][CH2:3]1.[C:15](Cl)(=[O:17])[CH3:16], predict the reaction product. The product is: [CH3:1][C:2]1([CH3:14])[C:10]2[C:5](=[CH:6][C:7]([N+:11]([O-:13])=[O:12])=[CH:8][CH:9]=2)[N:4]([C:15](=[O:17])[CH3:16])[CH2:3]1. (2) Given the reactants [F:1][C:2]1[CH:30]=[CH:29][CH:28]=[C:27]([F:31])[C:3]=1[CH2:4][O:5][C:6]1[CH:7]=[CH:8][C:9]([CH3:26])=[C:10]([N:12]2[CH2:21][C:20]3[C:15](=[CH:16][C:17]([C:22]([NH2:24])=O)=[CH:18][CH:19]=3)[NH:14][C:13]2=[O:25])[CH:11]=1.S(Cl)(Cl)=O, predict the reaction product. The product is: [F:1][C:2]1[CH:30]=[CH:29][CH:28]=[C:27]([F:31])[C:3]=1[CH2:4][O:5][C:6]1[CH:7]=[CH:8][C:9]([CH3:26])=[C:10]([N:12]2[CH2:21][C:20]3[C:15](=[CH:16][C:17]([C:22]#[N:24])=[CH:18][CH:19]=3)[NH:14][C:13]2=[O:25])[CH:11]=1. (3) Given the reactants [N:1]1([C:7]2[CH:8]=[CH:9][C:10]3[N:11]([C:13]([C:16]([F:19])([F:18])[F:17])=[N:14][N:15]=3)[N:12]=2)[CH2:6][CH2:5][NH:4][CH2:3][CH2:2]1.[CH3:20][O:21][C:22]1[N:27]=[CH:26][C:25]([CH:28]=O)=[CH:24][CH:23]=1, predict the reaction product. The product is: [CH3:20][O:21][C:22]1[N:27]=[CH:26][C:25]([CH2:28][N:4]2[CH2:3][CH2:2][N:1]([C:7]3[CH:8]=[CH:9][C:10]4[N:11]([C:13]([C:16]([F:17])([F:18])[F:19])=[N:14][N:15]=4)[N:12]=3)[CH2:6][CH2:5]2)=[CH:24][CH:23]=1. (4) Given the reactants [CH2:1]([OH:8])[C:2]1[CH:7]=[CH:6][CH:5]=[CH:4][CH:3]=1.[Si:9](Cl)(C(C)(C)C)(C)C.N1C=CN=C1, predict the reaction product. The product is: [SiH3:9][O:8][CH2:1][C:2]1[CH:7]=[CH:6][CH:5]=[CH:4][CH:3]=1.